From a dataset of NCI-60 drug combinations with 297,098 pairs across 59 cell lines. Regression. Given two drug SMILES strings and cell line genomic features, predict the synergy score measuring deviation from expected non-interaction effect. (1) Drug 1: C1C(C(OC1N2C=NC3=C(N=C(N=C32)Cl)N)CO)O. Drug 2: CC12CCC3C(C1CCC2OP(=O)(O)O)CCC4=C3C=CC(=C4)OC(=O)N(CCCl)CCCl.[Na+]. Cell line: OVCAR-5. Synergy scores: CSS=51.7, Synergy_ZIP=-4.01, Synergy_Bliss=-0.345, Synergy_Loewe=1.21, Synergy_HSA=3.78. (2) Drug 1: CN(CCCl)CCCl.Cl. Drug 2: C(CCl)NC(=O)N(CCCl)N=O. Cell line: IGROV1. Synergy scores: CSS=18.2, Synergy_ZIP=-2.28, Synergy_Bliss=-0.458, Synergy_Loewe=-3.73, Synergy_HSA=1.91. (3) Drug 1: CNC(=O)C1=CC=CC=C1SC2=CC3=C(C=C2)C(=NN3)C=CC4=CC=CC=N4. Drug 2: CC1=C(C(CCC1)(C)C)C=CC(=CC=CC(=CC(=O)O)C)C. Cell line: SK-OV-3. Synergy scores: CSS=3.93, Synergy_ZIP=-2.72, Synergy_Bliss=-5.73, Synergy_Loewe=-4.93, Synergy_HSA=-7.33.